Dataset: Catalyst prediction with 721,799 reactions and 888 catalyst types from USPTO. Task: Predict which catalyst facilitates the given reaction. (1) Reactant: [SH:1][CH2:2][CH2:3][C:4]([O:6][CH3:7])=[O:5].C([O-])([O-])=O.[K+].[K+].Br[CH2:15][CH2:16][CH2:17][CH2:18][CH2:19][CH2:20][CH2:21][CH2:22][CH2:23][C:24]#[C:25][Si](C)(C)C. The catalyst class is: 5. Product: [CH2:25]([S:1][CH2:2][CH2:3][C:4]([O:6][CH3:7])=[O:5])[CH2:24][CH2:23][CH2:22][CH2:21][CH2:20][CH2:19][CH2:18][CH2:17][C:16]#[CH:15]. (2) Reactant: [C:1]([N:8]1[CH2:13][CH2:12][CH:11]([CH2:14][OH:15])[CH2:10][CH2:9]1)([O:3][C:4]([CH3:7])([CH3:6])[CH3:5])=[O:2].CCN(CC)CC.[CH3:23][S:24](Cl)(=[O:26])=[O:25]. Product: [CH3:23][S:24]([O:15][CH2:14][CH:11]1[CH2:12][CH2:13][N:8]([C:1]([O:3][C:4]([CH3:7])([CH3:6])[CH3:5])=[O:2])[CH2:9][CH2:10]1)(=[O:26])=[O:25]. The catalyst class is: 2. (3) Reactant: [F:1][C:2]1[CH:48]=[CH:47][CH:46]=[C:45]([F:49])[C:3]=1[C:4]([N:6]1[CH2:11][CH2:10][CH:9]([O:12][C:13]2[C:22]3[C:17](=[CH:18][CH:19]=[CH:20][CH:21]=3)[C:16]([NH:23][C:24]([NH:26][C:27]3[N:28]([C:38]4[CH:43]=[CH:42][C:41]([CH3:44])=[CH:40][CH:39]=4)[N:29]=[C:30]([C:32]([CH2:36][F:37])([CH3:35])[CH2:33][F:34])[CH:31]=3)=[O:25])=[CH:15][N:14]=2)[CH2:8][CH2:7]1)=[O:5].[CH3:50][S:51]([OH:54])(=[O:53])=[O:52]. Product: [S:51]([OH:54])(=[O:53])(=[O:52])[CH3:50].[F:1][C:2]1[CH:48]=[CH:47][CH:46]=[C:45]([F:49])[C:3]=1[C:4]([N:6]1[CH2:11][CH2:10][CH:9]([O:12][C:13]2[C:22]3[C:17](=[CH:18][CH:19]=[CH:20][CH:21]=3)[C:16]([NH:23][C:24]([NH:26][C:27]3[N:28]([C:38]4[CH:43]=[CH:42][C:41]([CH3:44])=[CH:40][CH:39]=4)[N:29]=[C:30]([C:32]([CH2:33][F:34])([CH3:35])[CH2:36][F:37])[CH:31]=3)=[O:25])=[CH:15][N:14]=2)[CH2:8][CH2:7]1)=[O:5]. The catalyst class is: 4. (4) Reactant: [N-:1]=[N+:2]=[N-:3].[Na+].C(OC([O:12][CH2:13][CH3:14])OCC)C.[NH2:15][C:16]1[N:21]=[CH:20]C(O)=[CH:18][CH:17]=1. Product: [N:21]1([C:16]2[N:15]=[CH:14][C:13]([OH:12])=[CH:18][CH:17]=2)[CH:20]=[N:3][N:2]=[N:1]1. The catalyst class is: 52.